This data is from Full USPTO retrosynthesis dataset with 1.9M reactions from patents (1976-2016). The task is: Predict the reactants needed to synthesize the given product. (1) Given the product [CH3:32][O:33][C:34](=[O:40])[CH:35]([NH:36][C:47]([NH:28][C:8]1([C:5]2[CH:4]=[CH:3][C:2]([Cl:1])=[CH:7][CH:6]=2)[CH2:9][CH2:10]1)=[O:46])[CH:37]([CH3:39])[CH3:38], predict the reactants needed to synthesize it. The reactants are: [Cl:1][C:2]1[CH:7]=[CH:6][C:5]([C:8]2(C(O)=O)[CH2:10][CH2:9]2)=[CH:4][CH:3]=1.C1(P([N:28]=[N+]=[N-])(C2C=CC=CC=2)=O)C=CC=CC=1.Cl.[CH3:32][O:33][C:34](=[O:40])[CH:35]([CH:37]([CH3:39])[CH3:38])[NH2:36].[OH-].[Na+].C([O:46][CH2:47]C)(=O)C. (2) Given the product [I:17][C:13]1[S:12][C:11]([C:7]2[CH:8]=[C:9]3[C:4](=[CH:5][CH:6]=2)[C:3](=[O:16])[N:2]([CH3:1])[CH2:10]3)=[N:15][CH:14]=1, predict the reactants needed to synthesize it. The reactants are: [CH3:1][N:2]1[CH2:10][C:9]2[C:4](=[CH:5][CH:6]=[C:7]([C:11]3[S:12][CH:13]=[CH:14][N:15]=3)[CH:8]=2)[C:3]1=[O:16].[I:17]N1C(=O)CCC1=O. (3) Given the product [Br:1][C:2]1[CH:6]=[N:5][N:4]([CH3:7])[C:3]=1[NH:8][C:9]([C:10]1[CH:15]=[CH:14][C:13]([C:22]2[CH:23]=[CH:24][C:19]([F:18])=[CH:20][CH:21]=2)=[CH:12][CH:11]=1)=[O:17], predict the reactants needed to synthesize it. The reactants are: [Br:1][C:2]1[CH:6]=[N:5][N:4]([CH3:7])[C:3]=1[NH:8][C:9](=[O:17])[C:10]1[CH:15]=[CH:14][C:13](I)=[CH:12][CH:11]=1.[F:18][C:19]1[CH:24]=[CH:23][C:22](B(O)O)=[CH:21][CH:20]=1.C(=O)([O-])[O-].[Cs+].[Cs+].COCCOC. (4) Given the product [CH2:1]([O:3][C:4]([C:6]1[C:7](=[O:37])[C:8]2[CH:13]=[N:12][C:11]([NH:14][C:15]3[CH:16]=[CH:17][C:18]([CH:21]4[CH2:26][CH2:25][N:24]([C:38](=[O:40])[CH3:39])[CH2:23][CH2:22]4)=[CH:19][CH:20]=3)=[N:10][C:9]=2[N:27]([C:29]2[CH:30]=[CH:31][C:32]([CH2:35][CH3:36])=[CH:33][CH:34]=2)[CH:28]=1)=[O:5])[CH3:2], predict the reactants needed to synthesize it. The reactants are: [CH2:1]([O:3][C:4]([C:6]1[C:7](=[O:37])[C:8]2[CH:13]=[N:12][C:11]([NH:14][C:15]3[CH:20]=[CH:19][C:18]([CH:21]4[CH2:26][CH2:25][NH:24][CH2:23][CH2:22]4)=[CH:17][CH:16]=3)=[N:10][C:9]=2[N:27]([C:29]2[CH:34]=[CH:33][C:32]([CH2:35][CH3:36])=[CH:31][CH:30]=2)[CH:28]=1)=[O:5])[CH3:2].[C:38](OC(=O)C)(=[O:40])[CH3:39].O. (5) Given the product [C:1]([NH:4][CH2:5][CH2:6][O:7][C:8]1[C:29]([O:30][CH3:31])=[CH:28][C:11]2[C:12]3[N:17]([CH:18]([CH2:20][CH3:21])[CH2:19][C:10]=2[CH:9]=1)[CH:16]=[C:15]([C:22]([OH:24])=[O:23])[C:14](=[O:27])[CH:13]=3)(=[O:3])[CH3:2], predict the reactants needed to synthesize it. The reactants are: [C:1]([NH:4][CH2:5][CH2:6][O:7][C:8]1[C:29]([O:30][CH3:31])=[CH:28][C:11]2[C:12]3[N:17]([CH:18]([CH2:20][CH3:21])[CH2:19][C:10]=2[CH:9]=1)[CH:16]=[C:15]([C:22]([O:24]CC)=[O:23])[C:14](=[O:27])[CH:13]=3)(=[O:3])[CH3:2].CO.O[Li].O. (6) Given the product [CH3:1][C:2]1[O:6][C:5]([C:7]2[CH:8]=[CH:9][C:10]3[N:14]=[CH:13][N:12]([C:15]4[CH:20]=[CH:19][C:18]([S:35]([CH3:25])(=[O:39])=[O:37])=[CH:17][CH:16]=4)[C:11]=3[CH:23]=2)=[N:4][N:3]=1, predict the reactants needed to synthesize it. The reactants are: [CH3:1][C:2]1[O:6][C:5]([C:7]2[CH:8]=[CH:9][C:10]3[N:14]=[CH:13][N:12]([C:15]4[CH:20]=[CH:19][C:18](SC)=[CH:17][CH:16]=4)[C:11]=3[CH:23]=2)=[N:4][N:3]=1.Cl[C:25]1C=CC=C(C(OO)=O)C=1.[S:35]([O-:39])([O-])(=[O:37])=S.[Na+].[Na+].